From a dataset of Forward reaction prediction with 1.9M reactions from USPTO patents (1976-2016). Predict the product of the given reaction. Given the reactants [F:1][C:2]([F:14])([F:13])[C:3]1[C:11]2[C:10](=[O:12])[CH2:9][CH2:8][CH2:7][C:6]=2[NH:5][N:4]=1.[Br-:15].[Li+], predict the reaction product. The product is: [Br:15][CH:9]1[CH2:8][CH2:7][C:6]2[NH:5][N:4]=[C:3]([C:2]([F:1])([F:13])[F:14])[C:11]=2[C:10]1=[O:12].